From a dataset of Full USPTO retrosynthesis dataset with 1.9M reactions from patents (1976-2016). Predict the reactants needed to synthesize the given product. (1) Given the product [CH3:37][C:33]1[N:34]=[C:35]([CH3:36])[N:16]2[C:17]=1[C:18]([O:20][C:21]1[CH:26]=[C:25]([O:27][CH3:28])[C:24]([O:29][CH3:30])=[C:23]([O:31][CH3:32])[CH:22]=1)=[N:19][C:14]([C:11]1[CH:12]=[CH:13][C:8]([N:38]3[CH2:43][CH2:42][O:41][CH2:40][CH2:39]3)=[CH:9][CH:10]=1)=[N:15]2, predict the reactants needed to synthesize it. The reactants are: CC(C)([O-])C.[Na+].Br[C:8]1[CH:13]=[CH:12][C:11]([C:14]2[N:19]=[C:18]([O:20][C:21]3[CH:26]=[C:25]([O:27][CH3:28])[C:24]([O:29][CH3:30])=[C:23]([O:31][CH3:32])[CH:22]=3)[C:17]3=[C:33]([CH3:37])[N:34]=[C:35]([CH3:36])[N:16]3[N:15]=2)=[CH:10][CH:9]=1.[NH:38]1[CH2:43][CH2:42][O:41][CH2:40][CH2:39]1. (2) Given the product [C:1]1([C:36]2[CH:37]=[CH:38][CH:39]=[CH:40][CH:41]=2)[CH:6]=[CH:5][C:4]([C@@:7]23[CH2:26][N:20]([C@H:21]([C:23](=[O:24])[NH:42][C@:43]4([C:48](=[O:49])[NH:50][S:51]([CH:54]5[CH2:56][CH2:55]5)(=[O:53])=[O:52])[CH2:45][C@H:44]4[CH:46]=[CH2:47])[CH2:22]2)[C:19](=[O:27])[C@@H:18]([NH:28][C:29](=[O:30])[O:31][C:32]([CH3:34])([CH3:35])[CH3:33])[CH2:17][CH2:16][CH2:15][CH2:14][CH2:13][CH2:12][CH2:11][CH2:10][CH2:9][S:8]3)=[CH:3][CH:2]=1, predict the reactants needed to synthesize it. The reactants are: [C:1]1([C:36]2[CH:41]=[CH:40][CH:39]=[CH:38][CH:37]=2)[CH:6]=[CH:5][C:4]([C@@:7]23[CH2:26][N:20]([C@H:21]([C:23](O)=[O:24])[CH2:22]2)[C:19](=[O:27])[C@@H:18]([NH:28][C:29]([O:31][C:32]([CH3:35])([CH3:34])[CH3:33])=[O:30])[CH2:17][CH2:16][CH2:15][CH2:14][CH2:13][CH2:12][CH2:11][CH2:10][CH2:9][S:8]3)=[CH:3][CH:2]=1.[NH2:42][C@:43]1([C:48]([NH:50][S:51]([CH:54]2[CH2:56][CH2:55]2)(=[O:53])=[O:52])=[O:49])[CH2:45][C@H:44]1[CH:46]=[CH2:47].CC1C=CC(S(O)(=O)=O)=CC=1.CN(C(ON1N=NC2C=CC=NC1=2)=[N+](C)C)C.F[P-](F)(F)(F)(F)F.C(N(CC)C(C)C)(C)C.